From a dataset of Reaction yield outcomes from USPTO patents with 853,638 reactions. Predict the reaction yield, written as a fraction of the theoretical maximum amount of product (1.0 means a 100% yield; for example, 0.34 means a 34% yield). (1) The reactants are Cl.[NH:2]1[CH2:5][CH:4]([C:6]2[C:11]([Br:12])=[CH:10][CH:9]=[CH:8][N:7]=2)[CH2:3]1.Cl[C:14]1[CH:23]=[CH:22][C:21]2[C:16](=[CH:17][CH:18]=[CH:19][CH:20]=2)[N:15]=1.C(=O)([O-])[O-].[Cs+].[Cs+]. The catalyst is CN(C=O)C.O. The product is [Br:12][C:11]1[C:6]([CH:4]2[CH2:3][N:2]([C:14]3[CH:23]=[CH:22][C:21]4[C:16](=[CH:17][CH:18]=[CH:19][CH:20]=4)[N:15]=3)[CH2:5]2)=[N:7][CH:8]=[CH:9][CH:10]=1. The yield is 0.800. (2) The reactants are [F:1][C:2]([F:16])([F:15])[C:3]1[CH:14]=[CH:13][C:6]([O:7][CH2:8][CH2:9][NH:10][CH:11]=O)=[CH:5][CH:4]=1.B.C1COCC1.Cl.[OH-].[Na+]. The catalyst is C1COCC1.O. The product is [CH3:11][NH:10][CH2:9][CH2:8][O:7][C:6]1[CH:13]=[CH:14][C:3]([C:2]([F:1])([F:15])[F:16])=[CH:4][CH:5]=1. The yield is 0.550. (3) The yield is 0.870. No catalyst specified. The reactants are [CH2:1]([C:4]1[NH:8][C:7]2[CH:9]=[CH:10][CH:11]=[CH:12][C:6]=2[N:5]=1)[CH2:2][CH3:3].Br[CH2:14][C:15]1[CH:35]=[CH:34][C:18]2/[C:19](=[C:30](/[CH3:33])\[C:31]#[N:32])/[C:20]3[CH:27]=[CH:26][C:25]([F:28])=[C:24]([F:29])[C:21]=3[O:22][CH2:23][C:17]=2[CH:16]=1. The product is [F:28][C:25]1[CH:26]=[CH:27][C:20]2=[C:21]([C:24]=1[F:29])[O:22][CH2:23][C:17]1[CH:16]=[C:15]([CH2:14][N:8]3[C:7]4[CH:9]=[CH:10][CH:11]=[CH:12][C:6]=4[N:5]=[C:4]3[CH2:1][CH2:2][CH3:3])[CH:35]=[CH:34][C:18]=1/[C:19]/2=[C:30](/[CH3:33])\[C:31]#[N:32]. (4) The reactants are [Cl:1][C:2]1[S:6][C:5]([C:7]([OH:9])=O)=[CH:4][C:3]=1[C:10]1[N:14]([CH3:15])[N:13]=[CH:12][CH:11]=1.C1CN([P+](Br)(N2CCCC2)N2CCCC2)CC1.F[P-](F)(F)(F)(F)F.C(N(C(C)C)CC)(C)C.Cl.[NH2:50][C@@H:51]([CH2:64][C:65]1[CH:70]=[CH:69][CH:68]=[CH:67][CH:66]=1)[CH2:52][N:53]1[C:61](=[O:62])[C:60]2[C:55](=[CH:56][CH:57]=[CH:58][CH:59]=2)[C:54]1=[O:63]. The catalyst is C(Cl)Cl. The product is [Cl:1][C:2]1[S:6][C:5]([C:7]([NH:50][C@@H:51]([CH2:64][C:65]2[CH:70]=[CH:69][CH:68]=[CH:67][CH:66]=2)[CH2:52][N:53]2[C:61](=[O:62])[C:60]3[C:55](=[CH:56][CH:57]=[CH:58][CH:59]=3)[C:54]2=[O:63])=[O:9])=[CH:4][C:3]=1[C:10]1[N:14]([CH3:15])[N:13]=[CH:12][CH:11]=1. The yield is 0.460.